Dataset: Reaction yield outcomes from USPTO patents with 853,638 reactions. Task: Predict the reaction yield, written as a fraction of the theoretical maximum amount of product (1.0 means a 100% yield; for example, 0.34 means a 34% yield). (1) The reactants are FC(F)(F)S(O[C:7]1[C:11]2[C:12]([CH3:19])=[C:13]([Br:18])[C:14]([CH3:17])=[C:15]([CH3:16])[C:10]=2[O:9][CH:8]=1)(=O)=O.[CH2:22]([C:24]1[CH:29]=[CH:28][C:27](B(O)O)=[CH:26][CH:25]=1)[CH3:23].C(=O)([O-])[O-].[Na+].[Na+].C(O)C. The catalyst is C1C=CC(P(C2C=CC=CC=2)C2C=CC=CC=2)=CC=1.C1C=CC(P(C2C=CC=CC=2)C2C=CC=CC=2)=CC=1.C1C=CC(P(C2C=CC=CC=2)C2C=CC=CC=2)=CC=1.C1C=CC(P(C2C=CC=CC=2)C2C=CC=CC=2)=CC=1.[Pd].O.C1(C)C=CC=CC=1. The product is [Br:18][C:13]1[C:14]([CH3:17])=[C:15]([CH3:16])[C:10]2[O:9][CH:8]=[C:7]([C:27]3[CH:28]=[CH:29][C:24]([CH2:22][CH3:23])=[CH:25][CH:26]=3)[C:11]=2[C:12]=1[CH3:19]. The yield is 0.920. (2) The reactants are [CH3:1][O:2][C:3]1[CH:11]=[C:10]([N+:12]([O-:14])=[O:13])[CH:9]=[CH:8][C:4]=1[C:5]([OH:7])=[O:6].[C:15](=O)([O-])[O-].[K+].[K+].IC. No catalyst specified. The product is [CH3:1][O:2][C:3]1[CH:11]=[C:10]([N+:12]([O-:14])=[O:13])[CH:9]=[CH:8][C:4]=1[C:5]([O:7][CH3:15])=[O:6]. The yield is 0.770. (3) The reactants are [NH2:1][C:2]1[N:7]=[CH:6][N:5]=[C:4]2[N:8]([CH2:19][C:20]3[N:21]([C:32]4[CH:37]=[CH:36][CH:35]=[CH:34][C:33]=4[CH3:38])[C:22](=[O:31])[C:23]4[C:28]([CH:29]=3)=[CH:27][CH:26]=[CH:25][C:24]=4[CH3:30])[N:9]=[C:10]([C:11]3[CH:16]=[CH:15][CH:14]=[C:13]([O:17]C)[CH:12]=3)[C:3]=12.B(Br)(Br)Br. The catalyst is C(Cl)Cl. The product is [NH2:1][C:2]1[N:7]=[CH:6][N:5]=[C:4]2[N:8]([CH2:19][C:20]3[N:21]([C:32]4[CH:37]=[CH:36][CH:35]=[CH:34][C:33]=4[CH3:38])[C:22](=[O:31])[C:23]4[C:28]([CH:29]=3)=[CH:27][CH:26]=[CH:25][C:24]=4[CH3:30])[N:9]=[C:10]([C:11]3[CH:16]=[CH:15][CH:14]=[C:13]([OH:17])[CH:12]=3)[C:3]=12. The yield is 0.910.